From a dataset of Forward reaction prediction with 1.9M reactions from USPTO patents (1976-2016). Predict the product of the given reaction. (1) Given the reactants [F:1][C:2]([F:15])([F:14])[O:3][C:4]1[CH:9]=[CH:8][C:7]([CH2:10][C:11]([OH:13])=[O:12])=[CH:6][CH:5]=1.S(=O)(=O)(O)O.[CH3:21]O, predict the reaction product. The product is: [CH3:21][O:12][C:11](=[O:13])[CH2:10][C:7]1[CH:6]=[CH:5][C:4]([O:3][C:2]([F:14])([F:15])[F:1])=[CH:9][CH:8]=1. (2) Given the reactants [F:1][CH:2]([F:19])[C:3]1[CH:8]=[CH:7][N:6]=[C:5]([NH:9][C:10]2[CH:15]=[C:14]([CH3:16])[CH:13]=[C:12]([C:17]#[CH:18])[CH:11]=2)[N:4]=1.[N:20]([CH:23]([CH:25]1[O:29][C:28](=[O:30])[NH:27][CH2:26]1)[CH3:24])=[N+:21]=[N-:22].O=C1O[C@H]([C@H](CO)O)C([O-])=C1O.[Na+], predict the reaction product. The product is: [F:19][CH:2]([F:1])[C:3]1[CH:8]=[CH:7][N:6]=[C:5]([NH:9][C:10]2[CH:11]=[C:12]([C:17]3[N:22]=[N:21][N:20]([CH:23]([CH:25]4[O:29][C:28](=[O:30])[NH:27][CH2:26]4)[CH3:24])[CH:18]=3)[CH:13]=[C:14]([CH3:16])[CH:15]=2)[N:4]=1. (3) Given the reactants [C:1]([O:5][C:6]([N:8]1[CH2:13][CH2:12][N:11]([C:14]2[CH:19]=[CH:18][C:17]([C:20]([O:22][CH3:23])=[O:21])=[CH:16][C:15]=2[C:24]2[CH2:29][C:28]([CH3:31])([CH3:30])[CH2:27][C:26]([CH3:33])([CH3:32])[CH:25]=2)[CH2:10][CH2:9]1)=[O:7])([CH3:4])([CH3:3])[CH3:2].CO, predict the reaction product. The product is: [C:1]([O:5][C:6]([N:8]1[CH2:9][CH2:10][N:11]([C:14]2[CH:19]=[CH:18][C:17]([C:20]([O:22][CH3:23])=[O:21])=[CH:16][C:15]=2[CH:24]2[CH2:25][C:26]([CH3:33])([CH3:32])[CH2:27][C:28]([CH3:31])([CH3:30])[CH2:29]2)[CH2:12][CH2:13]1)=[O:7])([CH3:4])([CH3:2])[CH3:3]. (4) Given the reactants [CH2:1]([CH:8]([C:24]([NH:26][S:27]([C:30]1[CH:35]=[CH:34][C:33]([Cl:36])=[CH:32][CH:31]=1)(=[O:29])=[O:28])=[O:25])[CH2:9][N:10]([CH2:16][C:17]([O:19]C(C)(C)C)=[O:18])[C:11](=[O:15])[CH2:12]C=C)[C:2]1[CH:7]=[CH:6][CH:5]=[CH:4][CH:3]=1.CC1(C)CC(=O)CC(=O)C1, predict the reaction product. The product is: [CH2:1]([CH:8]1[CH2:9][N:10]([CH2:16][C:17]([OH:19])=[O:18])[C:11](=[O:15])[CH2:12][N:26]([S:27]([C:30]2[CH:35]=[CH:34][C:33]([Cl:36])=[CH:32][CH:31]=2)(=[O:29])=[O:28])[C:24]1=[O:25])[C:2]1[CH:7]=[CH:6][CH:5]=[CH:4][CH:3]=1. (5) Given the reactants [CH2:1]([O:3][P:4](/[CH:9]=[CH:10]/[C:11]1[C:12]([O:22][CH2:23][C:24]2[CH:48]=[CH:47][C:27]([O:28][CH2:29][C:30]3[N:31]=[C:32]([C:36]4[CH:37]=[CH:38][C:39]([CH3:46])=[C:40]([CH:45]=4)[C:41]([O:43]C)=[O:42])[O:33][C:34]=3[CH3:35])=[C:26]([O:49][CH3:50])[CH:25]=2)=[N:13][N:14]([C:16]2[CH:21]=[CH:20][CH:19]=[CH:18][CH:17]=2)[CH:15]=1)([O:6][CH2:7][CH3:8])=[O:5])[CH3:2].O1CCC[CH2:52]1.[OH-].[Na+].Cl, predict the reaction product. The product is: [CH2:1]([O:3][P:4](/[CH:9]=[CH:10]/[C:11]1[C:12]([O:22][CH2:23][C:24]2[CH:48]=[CH:47][C:27]([O:28][CH2:29][C:30]3[N:31]=[C:32]([C:36]4[CH:37]=[CH:38][C:39]([CH3:46])=[C:40]([CH:45]=4)[C:41]([OH:43])=[O:42])[O:33][C:34]=3[CH2:35][CH3:52])=[C:26]([O:49][CH3:50])[CH:25]=2)=[N:13][N:14]([C:16]2[CH:21]=[CH:20][CH:19]=[CH:18][CH:17]=2)[CH:15]=1)([O:6][CH2:7][CH3:8])=[O:5])[CH3:2]. (6) Given the reactants [Cl:1][C:2]1[CH:3]=[C:4]([CH:6]=[CH:7][C:8]=1I)[NH2:5].[Cl:10][C:11]1[CH:16]=[C:15]([O:17][CH3:18])[CH:14]=[CH:13][C:12]=1B(O)O.BrC1C=CC(N)=CC=1Cl.FC(F)(F)C1C=CC(B(O)O)=CC=1, predict the reaction product. The product is: [Cl:1][C:2]1[CH:3]=[C:4]([NH2:5])[CH:6]=[CH:7][C:8]=1[C:12]1[CH:13]=[CH:14][C:15]([O:17][CH3:18])=[CH:16][C:11]=1[Cl:10].